This data is from Catalyst prediction with 721,799 reactions and 888 catalyst types from USPTO. The task is: Predict which catalyst facilitates the given reaction. Reactant: [CH2:1]([CH:3]([C:9](=O)[CH3:10])[C:4]([O:6][CH2:7][CH3:8])=[O:5])[CH3:2].C([O-])(=O)C.[NH4+:16].N.S([O-])([O-])(=O)=O.[Na+].[Na+]. The catalyst class is: 5. Product: [NH2:16]/[C:9](/[CH3:10])=[C:3](/[CH2:1][CH3:2])\[C:4]([O:6][CH2:7][CH3:8])=[O:5].